Dataset: Forward reaction prediction with 1.9M reactions from USPTO patents (1976-2016). Task: Predict the product of the given reaction. (1) Given the reactants [Cl:1][C:2]1[CH:3]=[CH:4][CH:5]=[C:6]2[C:11]=1[N:10]=[N:9][C:8]([C:12]1[CH:17]=[CH:16][CH:15]=[CH:14][CH:13]=1)=[C:7]2[C:18]1[CH:19]=[C:20]([OH:24])[CH:21]=[CH:22][CH:23]=1.[CH3:25][O:26][C:27](=[O:36])[C:28]1[CH:33]=[CH:32][CH:31]=[C:30]([CH2:34]Br)[CH:29]=1, predict the reaction product. The product is: [CH3:25][O:26][C:27](=[O:36])[C:28]1[CH:33]=[CH:32][CH:31]=[C:30]([CH2:34][O:24][C:20]2[CH:21]=[CH:22][CH:23]=[C:18]([C:7]3[C:6]4[C:11](=[C:2]([Cl:1])[CH:3]=[CH:4][CH:5]=4)[N:10]=[N:9][C:8]=3[C:12]3[CH:13]=[CH:14][CH:15]=[CH:16][CH:17]=3)[CH:19]=2)[CH:29]=1. (2) The product is: [Cl:21][C:22]1[N:23]=[C:24]([N:27]([CH3:29])[CH3:28])[S:25][C:26]=1[C:13]1[N:8]2[N:9]=[C:10]([CH3:12])[CH:11]=[C:6]([CH:3]([CH2:4][CH3:5])[CH2:1][CH3:2])[C:7]2=[N:15][C:14]=1[C:16]([F:19])([F:18])[F:17]. Given the reactants [CH2:1]([CH:3]([C:6]1[C:7]2[N:8]([C:13](I)=[C:14]([C:16]([F:19])([F:18])[F:17])[N:15]=2)[N:9]=[C:10]([CH3:12])[CH:11]=1)[CH2:4][CH3:5])[CH3:2].[Cl:21][C:22]1[N:23]=[C:24]([N:27]([CH3:29])[CH3:28])[S:25][CH:26]=1, predict the reaction product. (3) Given the reactants [CH3:1][CH:2]1[O:10][C:5]2([CH2:11][CH2:12][CH2:13][CH2:14][CH2:15][OH:16])[O:6][CH:7]([CH3:9])[CH2:8][N:4]2[CH2:3]1.C(N(CC)CC)C.[C:24](Cl)(=[O:28])[C:25]([CH3:27])=[CH2:26], predict the reaction product. The product is: [CH3:1][CH:2]1[O:10][C:5]2([CH2:11][CH2:12][CH2:13][CH2:14][CH2:15][O:16][C:24](=[O:28])[C:25]([CH3:27])=[CH2:26])[O:6][CH:7]([CH3:9])[CH2:8][N:4]2[CH2:3]1. (4) Given the reactants [Cl:1][C:2]1[CH:7]=[CH:6][C:5]([C:8]2[N:9]=[C:10]([C:13]([OH:15])=O)[S:11][CH:12]=2)=[CH:4][CH:3]=1.C1N=CN(C(N2C=NC=C2)=O)C=1.[NH2:28][C:29]1[NH:33][N:32]=[N:31][N:30]=1, predict the reaction product. The product is: [NH:30]1[C:29]([NH:28][C:13]([C:10]2[S:11][CH:12]=[C:8]([C:5]3[CH:6]=[CH:7][C:2]([Cl:1])=[CH:3][CH:4]=3)[N:9]=2)=[O:15])=[N:33][N:32]=[N:31]1. (5) Given the reactants [NH:1]([C:26]([CH3:28])=[O:27])[C@H:2]([C:11]([NH:13][C@H:14]([C:18]([NH:20][C@H:21]([C:23](O)=[O:24])[CH3:22])=[O:19])[CH:15]([CH3:17])[CH3:16])=[O:12])[CH2:3][C:4]1[CH:9]=[CH:8][C:7]([OH:10])=[CH:6][CH:5]=1.C(OC([NH:35][CH:36]([C:45](=[O:56])[CH2:46][O:47][CH2:48][C:49]1[CH:54]=[CH:53][CH:52]=[CH:51][C:50]=1[Cl:55])[CH2:37][C:38]([O:40]C(C)(C)C)=[O:39])=O)C=C, predict the reaction product. The product is: [C:26]([NH:1][C@H:2]([C:11]([NH:13][C@H:14]([C:18]([NH:20][C@H:21]([C:23]([CH:37]([C@H:36]([NH2:35])[C:45](=[O:56])[CH2:46][O:47][CH2:48][C:49]1[CH:54]=[CH:53][CH:52]=[CH:51][C:50]=1[Cl:55])[C:38]([OH:40])=[O:39])=[O:24])[CH3:22])=[O:19])[CH:15]([CH3:17])[CH3:16])=[O:12])[CH2:3][C:4]1[CH:5]=[CH:6][C:7]([OH:10])=[CH:8][CH:9]=1)(=[O:27])[CH3:28]. (6) Given the reactants FC(F)(F)C(O)=O.[CH:8]1([C@H:14]([NH:22][C:23]([C:25]2[CH:30]=[CH:29][C:28](C3C=CC(CN(C)C)=CC=3)=[CH:27][C:26]=2[NH:41][C:42]([NH:44][C:45]2[C:50]([CH3:51])=[CH:49][C:48]([CH3:52])=[CH:47][C:46]=2[CH3:53])=[O:43])=[O:24])[C:15]([O:17][C:18]([CH3:21])([CH3:20])[CH3:19])=[O:16])[CH2:13][CH2:12][CH2:11][CH2:10][CH2:9]1.[Cl:54]CCl, predict the reaction product. The product is: [Cl:54][C:28]1[CH:29]=[CH:30][C:25]([C:23]([NH:22][C@@H:14]([CH:8]2[CH2:13][CH2:12][CH2:11][CH2:10][CH2:9]2)[C:15]([O:17][C:18]([CH3:21])([CH3:20])[CH3:19])=[O:16])=[O:24])=[C:26]([NH:41][C:42]([NH:44][C:45]2[C:50]([CH3:51])=[CH:49][C:48]([CH3:52])=[CH:47][C:46]=2[CH3:53])=[O:43])[CH:27]=1. (7) Given the reactants [CH2:1]1OCCOCCOCCOCCOCCO[CH2:2]1.C[Si]([N-][Si](C)(C)C)(C)C.[K+].[C:29]1([CH2:35][CH:36]=O)[CH:34]=[CH:33][CH:32]=[CH:31][CH:30]=1.[NH4+].[Cl-], predict the reaction product. The product is: [CH2:35]([C:29]1[CH:34]=[CH:33][CH:32]=[CH:31][CH:30]=1)/[CH:36]=[CH:1]\[CH3:2].